The task is: Regression. Given two drug SMILES strings and cell line genomic features, predict the synergy score measuring deviation from expected non-interaction effect.. This data is from NCI-60 drug combinations with 297,098 pairs across 59 cell lines. Drug 1: C1=CC(=CC=C1CCC2=CNC3=C2C(=O)NC(=N3)N)C(=O)NC(CCC(=O)O)C(=O)O. Drug 2: C1=NC2=C(N=C(N=C2N1C3C(C(C(O3)CO)O)F)Cl)N. Cell line: MDA-MB-231. Synergy scores: CSS=15.0, Synergy_ZIP=-16.4, Synergy_Bliss=-12.0, Synergy_Loewe=-9.30, Synergy_HSA=-6.54.